From a dataset of Full USPTO retrosynthesis dataset with 1.9M reactions from patents (1976-2016). Predict the reactants needed to synthesize the given product. (1) Given the product [Cl:30][CH2:31][C:32]([N:15]1[C:16]2[C:12](=[CH:11][C:10]([O:9][CH:6]3[CH2:5][CH2:4][CH:3]([C:2]([F:1])([F:19])[F:20])[CH2:8][CH2:7]3)=[CH:18][CH:17]=2)[CH2:13][CH2:14]1)=[O:33], predict the reactants needed to synthesize it. The reactants are: [F:1][C:2]([F:20])([F:19])[CH:3]1[CH2:8][CH2:7][CH:6]([O:9][C:10]2[CH:11]=[C:12]3[C:16](=[CH:17][CH:18]=2)[NH:15][CH2:14][CH2:13]3)[CH2:5][CH2:4]1.CCN(C(C)C)C(C)C.[Cl:30][CH2:31][C:32](Cl)=[O:33]. (2) Given the product [F:1][C:2]1[CH:7]=[CH:6][C:5]([CH:8]([O:16][C:17]2[CH:18]=[CH:19][C:20]([CH2:35][CH2:36][C:37]3[CH:38]=[CH:39][C:40]([F:43])=[CH:41][CH:42]=3)=[C:21]([CH:34]=2)[C:22]([NH:24][C@@H:25]([CH2:30][CH2:31][S:32][CH3:33])[C:26]([OH:28])=[O:27])=[O:23])[CH2:9][N:10]2[CH:14]=[CH:13][N:12]=[C:11]2[CH3:15])=[CH:4][CH:3]=1, predict the reactants needed to synthesize it. The reactants are: [F:1][C:2]1[CH:7]=[CH:6][C:5]([CH:8]([O:16][C:17]2[CH:18]=[CH:19][C:20]([CH2:35][CH2:36][C:37]3[CH:42]=[CH:41][C:40]([F:43])=[CH:39][CH:38]=3)=[C:21]([CH:34]=2)[C:22]([NH:24][C@@H:25]([CH2:30][CH2:31][S:32][CH3:33])[C:26]([O:28]C)=[O:27])=[O:23])[CH2:9][N:10]2[CH:14]=[CH:13][N:12]=[C:11]2[CH3:15])=[CH:4][CH:3]=1.[OH-].[Na+]. (3) Given the product [C:13]([O:12][C:11]([N:10]([C:7]1[C:6]2[CH:25]=[C:2]([CH3:36])[C:3]([CH2:26][O:27][C:28]3[CH:33]=[CH:32][C:31]([Cl:34])=[C:30]([Cl:35])[CH:29]=3)=[CH:4][C:5]=2[O:9][N:8]=1)[C:18](=[O:19])[O:20][C:21]([CH3:24])([CH3:23])[CH3:22])=[O:17])([CH3:16])([CH3:15])[CH3:14], predict the reactants needed to synthesize it. The reactants are: Br[C:2]1[C:3]([CH2:26][O:27][C:28]2[CH:33]=[CH:32][C:31]([Cl:34])=[C:30]([Cl:35])[CH:29]=2)=[CH:4][C:5]2[O:9][N:8]=[C:7]([N:10]([C:18]([O:20][C:21]([CH3:24])([CH3:23])[CH3:22])=[O:19])[C:11](=[O:17])[O:12][C:13]([CH3:16])([CH3:15])[CH3:14])[C:6]=2[CH:25]=1.[CH3:36][B-](F)(F)F.[K+].[F-].[Cs+].